The task is: Predict the product of the given reaction.. This data is from Forward reaction prediction with 1.9M reactions from USPTO patents (1976-2016). (1) Given the reactants [CH3:1]S(C1C=C(C=C(OCC)N=1)C(O)=O)(=O)=O.[ClH:17].[CH3:18][S:19]([C:22]1[CH:27]=[C:26]([C@@H:28]([NH2:30])[CH3:29])[CH:25]=[C:24]([O:31][CH3:32])[N:23]=1)(=[O:21])=[O:20].C[Mg]Br, predict the reaction product. The product is: [ClH:17].[CH3:18][S:19]([C:22]1[CH:27]=[C:26]([C@@H:28]([NH2:30])[CH2:29][CH3:1])[CH:25]=[C:24]([O:31][CH3:32])[N:23]=1)(=[O:21])=[O:20]. (2) Given the reactants [H-].[Na+].[N+:3]([C:6]1[C:7]([O:18][CH:19]([CH3:21])[CH3:20])=[CH:8][C:9]2[NH:15][C:14](=[O:16])[CH2:13][CH2:12][CH2:11][C:10]=2[CH:17]=1)([O-:5])=[O:4].I[CH3:23], predict the reaction product. The product is: [CH3:23][N:15]1[C:9]2[CH:8]=[C:7]([O:18][CH:19]([CH3:21])[CH3:20])[C:6]([N+:3]([O-:5])=[O:4])=[CH:17][C:10]=2[CH2:11][CH2:12][CH2:13][C:14]1=[O:16].